This data is from Forward reaction prediction with 1.9M reactions from USPTO patents (1976-2016). The task is: Predict the product of the given reaction. (1) Given the reactants [CH3:1][O:2][C:3]1[CH:4]=[CH:5][C:6]([NH:12][C:13]2[N:17]([C:18]3[CH:23]=[CH:22][CH:21]=[CH:20][CH:19]=3)[N:16]=[CH:15][CH:14]=2)=[C:7]([CH:11]=1)[C:8](O)=[O:9].Cl.[CH2:25]([NH2:32])[C:26]1[CH:31]=[CH:30][CH:29]=[CH:28][CH:27]=1.CCN=C=NCCCN(C)C.Cl.C1C=CC2N(O)N=NC=2C=1.C(N(CC)CC)C, predict the reaction product. The product is: [CH2:25]([NH:32][C:8](=[O:9])[C:7]1[CH:11]=[C:3]([O:2][CH3:1])[CH:4]=[CH:5][C:6]=1[NH:12][C:13]1[N:17]([C:18]2[CH:23]=[CH:22][CH:21]=[CH:20][CH:19]=2)[N:16]=[CH:15][CH:14]=1)[C:26]1[CH:31]=[CH:30][CH:29]=[CH:28][CH:27]=1. (2) Given the reactants [Cl:1][C:2]1[CH:7]=[C:6]([CH3:8])[CH:5]=[CH:4][C:3]=1[OH:9].C([O-])([O-])=O.[K+].[K+].[CH2:16](Br)[CH:17]=[CH2:18].O, predict the reaction product. The product is: [CH2:18]([O:9][C:3]1[CH:4]=[CH:5][C:6]([CH3:8])=[CH:7][C:2]=1[Cl:1])[CH:17]=[CH2:16]. (3) Given the reactants [N:1]1[CH:6]=[CH:5][CH:4]=[C:3]([C:7]2[CH:8]=[C:9]3[C:15]([Sn](C)(C)C)=[N:14][N:13]([CH2:20][O:21][CH2:22][CH2:23][Si:24]([CH3:27])([CH3:26])[CH3:25])[C:10]3=[CH:11][N:12]=2)[CH:2]=1.Br[C:29]1[CH:34]=[CH:33][C:32]([CH3:35])=[CH:31][N:30]=1.[Li+].[Cl-], predict the reaction product. The product is: [CH3:35][C:32]1[CH:33]=[CH:34][C:29]([C:15]2[C:9]3[C:10](=[CH:11][N:12]=[C:7]([C:3]4[CH:2]=[N:1][CH:6]=[CH:5][CH:4]=4)[CH:8]=3)[N:13]([CH2:20][O:21][CH2:22][CH2:23][Si:24]([CH3:27])([CH3:26])[CH3:25])[N:14]=2)=[N:30][CH:31]=1. (4) The product is: [F:28][C:22]1[CH:21]=[C:20]([C:6]2[CH:5]=[C:4]([C:1]([NH2:2])=[O:3])[C:16]3[NH:15][C:14]4[C:9]([C:8]=3[CH:7]=2)=[CH:10][CH:11]=[C:12]([C:17]([N:53]2[CH2:58][CH2:57][S:56](=[O:60])(=[O:59])[CH2:55][CH2:54]2)=[O:19])[CH:13]=4)[CH:25]=[CH:24][C:23]=1[O:26][CH3:27]. Given the reactants [C:1]([C:4]1[CH:5]=[C:6]([C:20]2[CH:25]=[CH:24][C:23]([O:26][CH3:27])=[C:22]([F:28])[CH:21]=2)[CH:7]=[C:8]2[C:16]=1[NH:15][C:14]1[CH:13]=[C:12]([C:17]([O-:19])=O)[CH:11]=[CH:10][C:9]2=1)(=[O:3])[NH2:2].CN(C(ON1N=NC2C=CC=NC1=2)=[N+](C)C)C.F[P-](F)(F)(F)(F)F.[NH:53]1[CH2:58][CH2:57][S:56](=[O:60])(=[O:59])[CH2:55][CH2:54]1, predict the reaction product. (5) Given the reactants [F:1][C:2]1[CH:7]=[CH:6][C:5]([S:8]([NH:11][CH2:12][C:13]2[CH:22]=[CH:21][C:16]([C:17]([O:19][CH3:20])=[O:18])=[CH:15][CH:14]=2)(=[O:10])=[O:9])=[CH:4][CH:3]=1.CCCO.[CH:27]1[CH:32]=[CH:31]C(P([C:27]2[CH:32]=[CH:31]C=[CH:29][CH:28]=2)[C:27]2[CH:32]=[CH:31]C=[CH:29][CH:28]=2)=[CH:29][CH:28]=1.N(C(OC(C)C)=O)=NC(OC(C)C)=O, predict the reaction product. The product is: [F:1][C:2]1[CH:7]=[CH:6][C:5]([S:8]([N:11]([CH2:12][C:13]2[CH:14]=[CH:15][C:16]([C:17]([O:19][CH3:20])=[O:18])=[CH:21][CH:22]=2)[CH:27]([CH2:32][CH3:31])[CH2:28][CH3:29])(=[O:10])=[O:9])=[CH:4][CH:3]=1.